Regression. Given two drug SMILES strings and cell line genomic features, predict the synergy score measuring deviation from expected non-interaction effect. From a dataset of NCI-60 drug combinations with 297,098 pairs across 59 cell lines. (1) Drug 1: CCC(=C(C1=CC=CC=C1)C2=CC=C(C=C2)OCCN(C)C)C3=CC=CC=C3.C(C(=O)O)C(CC(=O)O)(C(=O)O)O. Drug 2: C1C(C(OC1N2C=NC3=C2NC=NCC3O)CO)O. Cell line: NCI-H522. Synergy scores: CSS=-0.694, Synergy_ZIP=2.40, Synergy_Bliss=4.44, Synergy_Loewe=0.181, Synergy_HSA=-0.106. (2) Drug 1: CCC(=C(C1=CC=CC=C1)C2=CC=C(C=C2)OCCN(C)C)C3=CC=CC=C3.C(C(=O)O)C(CC(=O)O)(C(=O)O)O. Drug 2: C1CNP(=O)(OC1)N(CCCl)CCCl. Cell line: LOX IMVI. Synergy scores: CSS=3.84, Synergy_ZIP=-0.519, Synergy_Bliss=3.03, Synergy_Loewe=-0.526, Synergy_HSA=1.52.